This data is from Catalyst prediction with 721,799 reactions and 888 catalyst types from USPTO. The task is: Predict which catalyst facilitates the given reaction. Reactant: Br[C:2]1[CH:7]=[CH:6][N:5]2[CH:8]=[CH:9][N:10]=[C:4]2[CH:3]=1.B1(B2OC(C)(C)C(C)(C)O2)OC(C)(C)C(C)(C)O1.CC([O-])=O.[K+].Br[C:35]1[CH:40]=[CH:39][C:38]([C:41]2[N:45]([CH2:46][C@@H:47]3[CH2:51][CH2:50][N:49]([C:52]([CH:54]4[CH2:56][CH2:55]4)=[O:53])[CH2:48]3)[CH:44]=[N:43][N:42]=2)=[CH:37][CH:36]=1.C([O-])([O-])=O.[K+].[K+]. Product: [CH:54]1([C:52]([N:49]2[CH2:50][CH2:51][C@@H:47]([CH2:46][N:45]3[CH:44]=[N:43][N:42]=[C:41]3[C:38]3[CH:39]=[CH:40][C:35]([C:2]4[CH:7]=[CH:6][N:5]5[CH:8]=[CH:9][N:10]=[C:4]5[CH:3]=4)=[CH:36][CH:37]=3)[CH2:48]2)=[O:53])[CH2:56][CH2:55]1. The catalyst class is: 75.